This data is from Forward reaction prediction with 1.9M reactions from USPTO patents (1976-2016). The task is: Predict the product of the given reaction. Given the reactants [Br:1][C:2]1[C:3]([C:12]([F:15])([F:14])[F:13])=[C:4]2[C:8](=[CH:9][CH:10]=1)[NH:7][CH:6]([CH3:11])[CH2:5]2.C(C1C(=O)C(Cl)=C(Cl)C(=O)C=1C#N)#N.O, predict the reaction product. The product is: [Br:1][C:2]1[C:3]([C:12]([F:14])([F:13])[F:15])=[C:4]2[C:8](=[CH:9][CH:10]=1)[NH:7][C:6]([CH3:11])=[CH:5]2.